From a dataset of Reaction yield outcomes from USPTO patents with 853,638 reactions. Predict the reaction yield, written as a fraction of the theoretical maximum amount of product (1.0 means a 100% yield; for example, 0.34 means a 34% yield). The reactants are [S:1]1[CH:5]=[CH:4][N:3]=[C:2]1[C:6]1(O)[CH2:15][CH2:14][C:9]2([O:13][CH2:12][CH2:11][O:10]2)[CH2:8][CH2:7]1.S(Cl)(Cl)=O.O.CCOC(C)=O. The catalyst is N1C=CC=CC=1. The product is [O:10]1[C:9]2([CH2:14][CH2:15][C:6]([C:2]3[S:1][CH:5]=[CH:4][N:3]=3)=[CH:7][CH2:8]2)[O:13][CH2:12][CH2:11]1. The yield is 0.360.